This data is from Peptide-MHC class I binding affinity with 185,985 pairs from IEDB/IMGT. The task is: Regression. Given a peptide amino acid sequence and an MHC pseudo amino acid sequence, predict their binding affinity value. This is MHC class I binding data. (1) The peptide sequence is EVIRATYPS. The MHC is HLA-A02:03 with pseudo-sequence HLA-A02:03. The binding affinity (normalized) is 0.0847. (2) The peptide sequence is DYDQRDYGF. The MHC is HLA-A24:03 with pseudo-sequence HLA-A24:03. The binding affinity (normalized) is 0.0847. (3) The peptide sequence is RQFPTADEF. The MHC is Mamu-B52 with pseudo-sequence Mamu-B52. The binding affinity (normalized) is 0.455. (4) The peptide sequence is PVDTEFINK. The MHC is HLA-A33:01 with pseudo-sequence HLA-A33:01. The binding affinity (normalized) is 0.0166. (5) The peptide sequence is SYNAMDGQI. The MHC is H-2-Dd with pseudo-sequence H-2-Dd. The binding affinity (normalized) is 0. (6) The peptide sequence is LVSDCASTI. The MHC is HLA-A02:03 with pseudo-sequence HLA-A02:03. The binding affinity (normalized) is 0.737. (7) The peptide sequence is VVMAYVGIK. The MHC is Mamu-B8301 with pseudo-sequence Mamu-B8301. The binding affinity (normalized) is 0.599.